This data is from Peptide-MHC class II binding affinity with 134,281 pairs from IEDB. The task is: Regression. Given a peptide amino acid sequence and an MHC pseudo amino acid sequence, predict their binding affinity value. This is MHC class II binding data. (1) The peptide sequence is GELQTVDKIDAAFKI. The MHC is DRB1_1501 with pseudo-sequence DRB1_1501. The binding affinity (normalized) is 0.241. (2) The peptide sequence is DYIDAYVSRLLDD. The MHC is DRB1_0401 with pseudo-sequence DRB1_0401. The binding affinity (normalized) is 0.0444.